Predict the reactants needed to synthesize the given product. From a dataset of Full USPTO retrosynthesis dataset with 1.9M reactions from patents (1976-2016). (1) Given the product [F:8][C:9]1[C:14]2[CH:15]=[C:16]([CH2:18][C:19]3[CH:24]=[CH:23][CH:22]=[C:21]([C:25]([F:27])([F:28])[F:26])[CH:20]=3)[S:17][C:13]=2[C:12]([C:29]2[CH:30]=[C:31]([CH:37]=[CH:38][CH:39]=2)[C:32]([OH:34])=[O:33])=[CH:11][CH:10]=1, predict the reactants needed to synthesize it. The reactants are: [OH-].[Na+].C1COCC1.[F:8][C:9]1[C:14]2[CH:15]=[C:16]([CH2:18][C:19]3[CH:24]=[CH:23][CH:22]=[C:21]([C:25]([F:28])([F:27])[F:26])[CH:20]=3)[S:17][C:13]=2[C:12]([C:29]2[CH:30]=[C:31]([CH:37]=[CH:38][CH:39]=2)[C:32]([O:34]CC)=[O:33])=[CH:11][CH:10]=1.Cl. (2) Given the product [CH3:12][N:11]([CH3:13])[C:9]1[C:10]2[C:2]([C:28]3[CH:29]=[C:24]([CH2:23][OH:22])[CH:25]=[CH:26][CH:27]=3)=[CH:3][N:4]([CH2:14][O:15][CH2:16][CH2:17][Si:18]([CH3:21])([CH3:20])[CH3:19])[C:5]=2[N:6]=[CH:7][N:8]=1, predict the reactants needed to synthesize it. The reactants are: I[C:2]1[C:10]2[C:9]([N:11]([CH3:13])[CH3:12])=[N:8][CH:7]=[N:6][C:5]=2[N:4]([CH2:14][O:15][CH2:16][CH2:17][Si:18]([CH3:21])([CH3:20])[CH3:19])[CH:3]=1.[OH:22][CH2:23][C:24]1[CH:25]=[C:26](B(O)O)[CH:27]=[CH:28][CH:29]=1.C(=O)([O-])[O-].[Cs+].[Cs+]. (3) Given the product [ClH:22].[CH3:3][N:2]([CH2:4][C:5]1[O:9][C:8]([CH2:10][S:11][CH2:12][CH2:13][NH:14][C:15]([NH:20][CH3:21])=[CH:16][N+:17]([O-:19])=[O:18])=[CH:7][CH:6]=1)[CH3:1], predict the reactants needed to synthesize it. The reactants are: [CH3:1][N:2]([CH2:4][C:5]1[O:9][C:8]([CH2:10][S:11][CH2:12][CH2:13][NH:14][C:15]([NH:20][CH3:21])=[CH:16][N+:17]([O-:19])=[O:18])=[CH:7][CH:6]=1)[CH3:3].[ClH:22].O. (4) The reactants are: [Cl:1]NC(=O)CCC(N)=O.[CH3:10][O:11][CH:12]1[CH2:16][CH2:15][N:14]([C:17]2[CH:18]=[C:19]([S:23]([O-:25])=[O:24])[CH:20]=[CH:21][CH:22]=2)[CH2:13]1.[Li+]. Given the product [CH3:10][O:11][CH:12]1[CH2:16][CH2:15][N:14]([C:17]2[CH:18]=[C:19]([S:23]([Cl:1])(=[O:25])=[O:24])[CH:20]=[CH:21][CH:22]=2)[CH2:13]1, predict the reactants needed to synthesize it. (5) The reactants are: [Br:1][C:2]1[CH:3]=[C:4]([C:7](=[O:12])[C:8]([Cl:11])([Cl:10])[Cl:9])[NH:5][CH:6]=1.Cl[C:14](Cl)(Cl)C(C1N(C)C=CC=1)=O. Given the product [Br:1][C:2]1[CH:3]=[C:4]([C:7](=[O:12])[C:8]([Cl:9])([Cl:10])[Cl:11])[N:5]([CH3:14])[CH:6]=1, predict the reactants needed to synthesize it. (6) Given the product [OH:42][C:27]1[C:26](=[O:25])[N:15]([C:16]2[N:17]=[N:18][C:19]([CH3:22])=[CH:20][CH:21]=2)[CH:11]([C:10]2[CH:13]=[CH:14][C:7]([CH2:6][N:1]3[CH:5]=[N:4][N:3]=[N:2]3)=[CH:8][CH:9]=2)[C:28]=1[C:29](=[O:41])[C:30]1[CH:31]=[CH:32][C:33]([O:36][C:37]([F:39])([F:40])[F:38])=[CH:34][CH:35]=1, predict the reactants needed to synthesize it. The reactants are: [N:1]1([CH2:6][C:7]2[CH:14]=[CH:13][C:10]([CH:11]=O)=[CH:9][CH:8]=2)[CH:5]=[N:4][N:3]=[N:2]1.[NH2:15][C:16]1[N:17]=[N:18][C:19]([CH3:22])=[CH:20][CH:21]=1.C([O:25][C:26](=O)[C:27]([OH:42])=[CH:28][C:29](=[O:41])[C:30]1[CH:35]=[CH:34][C:33]([O:36][C:37]([F:40])([F:39])[F:38])=[CH:32][CH:31]=1)C. (7) The reactants are: [C:1]1([S:7]([N:10]2[C:14]3=[N:15][CH:16]=[CH:17][CH:18]=[C:13]3[C:12]([CH2:19][C:20]3[CH:21]=[CH:22][C:23]([NH2:26])=[N:24][CH:25]=3)=[CH:11]2)(=[O:9])=[O:8])[CH:6]=[CH:5][CH:4]=[CH:3][CH:2]=1.[F:27][C:28]1[CH:29]=[C:30]([N:34]=[C:35]=[O:36])[CH:31]=[CH:32][CH:33]=1.C(N(CC)CC)C.O. Given the product [C:1]1([S:7]([N:10]2[C:14]3=[N:15][CH:16]=[CH:17][CH:18]=[C:13]3[C:12]([CH2:19][C:20]3[CH:21]=[CH:22][C:23]([NH:26][C:35]([NH:34][C:30]4[CH:31]=[CH:32][CH:33]=[C:28]([F:27])[CH:29]=4)=[O:36])=[N:24][CH:25]=3)=[CH:11]2)(=[O:9])=[O:8])[CH:6]=[CH:5][CH:4]=[CH:3][CH:2]=1, predict the reactants needed to synthesize it. (8) Given the product [Cl:16][CH2:2][C:3]1[CH:8]=[C:7]([OH:9])[C:6]([O:10][CH2:11][CH2:12][CH3:13])=[CH:5][N:4]=1, predict the reactants needed to synthesize it. The reactants are: O[CH2:2][C:3]1[CH:8]=[C:7]([OH:9])[C:6]([O:10][CH2:11][CH2:12][CH3:13])=[CH:5][N:4]=1.S(Cl)([Cl:16])=O. (9) Given the product [CH3:9][N:10]1[C:22]2[CH2:21][CH2:20][CH:7]([CH2:6][N:3]3[CH:2]=[CH:30][N:31]=[C:4]3[CH3:5])[C:18](=[O:23])[C:17]=2[C:16]2[C:11]1=[CH:12][CH:13]=[CH:14][CH:15]=2, predict the reactants needed to synthesize it. The reactants are: O1[CH2:5][CH2:4][N:3]([CH2:6][CH2:7]O)[CH2:2]1.[CH3:9][N:10]1[C:22]2[CH2:21][CH2:20]C[C:18](=[O:23])[C:17]=2[C:16]2[C:11]1=[CH:12][CH:13]=[CH:14][CH:15]=2.CS(O)(=O)=O.C[C:30]1[NH:31]C=CN=1.